From a dataset of Forward reaction prediction with 1.9M reactions from USPTO patents (1976-2016). Predict the product of the given reaction. (1) Given the reactants Br[C:2]1[CH:3]=[C:4]2[C:8](=[CH:9][C:10]=1[Cl:11])[NH:7][N:6]=[C:5]2[C:12]([OH:14])=[O:13].CC1(C)COB([C:22]2[CH:27]=[CH:26][C:25]([C:28]3[C:29]([OH:34])=[CH:30][CH:31]=[CH:32][CH:33]=3)=[CH:24][CH:23]=2)OC1.C(=O)([O-])[O-].[K+].[K+].C(O)(=O)CC(CC(O)=O)(C(O)=O)O, predict the reaction product. The product is: [Cl:11][C:10]1[CH:9]=[C:8]2[C:4]([C:5]([C:12]([OH:14])=[O:13])=[N:6][NH:7]2)=[CH:3][C:2]=1[C:22]1[CH:23]=[CH:24][C:25]([C:28]2[CH:33]=[CH:32][CH:31]=[CH:30][C:29]=2[OH:34])=[CH:26][CH:27]=1. (2) Given the reactants [N:1]1[CH:6]=[CH:5][C:4]([CH2:7][NH:8][C:9](=[O:16])[NH:10][O:11][CH2:12][C:13]([OH:15])=O)=[CH:3][CH:2]=1.[NH2:17][C@@H:18]([CH2:41][C:42]1[CH:47]=[CH:46][C:45]([O:48][C:49]([CH3:52])([CH3:51])[CH3:50])=[CH:44][CH:43]=1)[C:19]([N:21]([CH2:31][C:32]1[C:33]2[CH:40]=[CH:39][CH:38]=[CH:37][C:34]=2[S:35][CH:36]=1)[C@@H:22]([CH3:30])[CH:23]([O:27][CH2:28][CH3:29])[O:24][CH2:25][CH3:26])=[O:20], predict the reaction product. The product is: [S:35]1[CH:36]=[C:32]([CH2:31][N:21]([C@@H:22]([CH3:30])[CH:23]([O:24][CH2:25][CH3:26])[O:27][CH2:28][CH3:29])[C:19](=[O:20])[C@@H:18]([NH:17][C:13](=[O:15])[CH2:12][O:11][NH:10][C:9]([NH:8][CH2:7][C:4]2[CH:3]=[CH:2][N:1]=[CH:6][CH:5]=2)=[O:16])[CH2:41][C:42]2[CH:43]=[CH:44][C:45]([O:48][C:49]([CH3:50])([CH3:52])[CH3:51])=[CH:46][CH:47]=2)[C:33]2[CH:40]=[CH:39][CH:38]=[CH:37][C:34]1=2.